This data is from Peptide-MHC class I binding affinity with 185,985 pairs from IEDB/IMGT. The task is: Regression. Given a peptide amino acid sequence and an MHC pseudo amino acid sequence, predict their binding affinity value. This is MHC class I binding data. (1) The peptide sequence is NPALRMKWM. The MHC is HLA-B44:02 with pseudo-sequence HLA-B44:02. The binding affinity (normalized) is 0.0847. (2) The peptide sequence is AIITPVVFY. The MHC is HLA-A68:01 with pseudo-sequence HLA-A68:01. The binding affinity (normalized) is 0.326. (3) The peptide sequence is PAHLINKLL. The MHC is HLA-A02:06 with pseudo-sequence HLA-A02:06. The binding affinity (normalized) is 0. (4) The peptide sequence is FIVYGRSNAI. The MHC is HLA-A02:03 with pseudo-sequence HLA-A02:03. The binding affinity (normalized) is 0.442.